Task: Predict the reactants needed to synthesize the given product.. Dataset: Full USPTO retrosynthesis dataset with 1.9M reactions from patents (1976-2016) (1) Given the product [Br:14][CH2:15][CH2:16][CH2:17][O:12][C:11]([C:7]1[NH:6][C:5]([CH2:1][CH2:2][CH2:3][CH3:4])=[N:9][C:8]=1[Cl:10])=[O:13], predict the reactants needed to synthesize it. The reactants are: [CH2:1]([C:5]1[NH:6][C:7]([C:11]([OH:13])=[O:12])=[C:8]([Cl:10])[N:9]=1)[CH2:2][CH2:3][CH3:4].[Br:14][CH2:15][CH2:16][CH2:17]O.C1(N=C=NC2CCCCC2)CCCCC1. (2) Given the product [CH:11]1[C:12]2[C:7](=[CH:6][C:5]3[C:14]([C:13]=2[O:15][P:22]2[O:26][C:25]([C:33]4[CH:38]=[CH:37][CH:36]=[CH:35][CH:34]=4)([C:27]4[CH:28]=[CH:29][CH:30]=[CH:31][CH:32]=4)[C:24]([C:39]4[CH:40]=[CH:41][CH:42]=[CH:43][CH:44]=4)([C:45]4[CH:46]=[CH:47][CH:48]=[CH:49][CH:50]=4)[O:23]2)=[CH:1][CH:2]=[CH:3][CH:4]=3)[CH:8]=[CH:9][CH:10]=1, predict the reactants needed to synthesize it. The reactants are: [CH:1]1[C:14]2[C:5](=[CH:6][C:7]3[C:12]([C:13]=2[OH:15])=[CH:11][CH:10]=[CH:9][CH:8]=3)[CH:4]=[CH:3][CH:2]=1.C([Li])CCC.Cl[P:22]1[O:26][C:25]([C:33]2[CH:38]=[CH:37][CH:36]=[CH:35][CH:34]=2)([C:27]2[CH:32]=[CH:31][CH:30]=[CH:29][CH:28]=2)[C:24]([C:45]2[CH:50]=[CH:49][CH:48]=[CH:47][CH:46]=2)([C:39]2[CH:44]=[CH:43][CH:42]=[CH:41][CH:40]=2)[O:23]1. (3) Given the product [Cl:20][C:21]1[CH:22]=[CH:23][C:24]([C:27]2[CH:28]=[CH:29][C:30]([C:33]#[C:34][C:2]3[CH:3]=[C:4]4[C:9](=[CH:10][CH:11]=3)[N:8]=[C:7]([N:12]3[CH2:17][CH2:16][CH:15]([CH3:18])[CH2:14][CH2:13]3)[CH:6]=[C:5]4[CH3:19])=[N:31][CH:32]=2)=[CH:25][CH:26]=1, predict the reactants needed to synthesize it. The reactants are: I[C:2]1[CH:3]=[C:4]2[C:9](=[CH:10][CH:11]=1)[N:8]=[C:7]([N:12]1[CH2:17][CH2:16][CH:15]([CH3:18])[CH2:14][CH2:13]1)[CH:6]=[C:5]2[CH3:19].[Cl:20][C:21]1[CH:26]=[CH:25][C:24]([C:27]2[CH:28]=[CH:29][C:30]([C:33]#[CH:34])=[N:31][CH:32]=2)=[CH:23][CH:22]=1.N1CCCCC1.CCOC(C)=O. (4) The reactants are: [CH2:1]([O:3]CC)C.Br[C:7]1[CH:8]=[CH:9][C:10]([O:13][C:14]2[CH:19]=[CH:18][CH:17]=[C:16]([F:20])[CH:15]=2)=[N:11][CH:12]=1.C([Li])CCC.CN(C)C=O. Given the product [F:20][C:16]1[CH:15]=[C:14]([CH:19]=[CH:18][CH:17]=1)[O:13][C:10]1[N:11]=[CH:12][C:7]([CH:1]=[O:3])=[CH:8][CH:9]=1, predict the reactants needed to synthesize it. (5) Given the product [Cl:33][C:34]1[CH:39]=[C:38]([C:2]2[CH:7]=[CH:6][C:5]([S:8]([CH3:11])(=[O:9])=[O:10])=[CH:4][C:3]=2[C:12]([N:14]2[CH2:19][CH2:18][N:17]([C:20]3[CH:25]=[CH:24][C:23]([Cl:26])=[C:22]([Cl:27])[CH:21]=3)[CH2:16][CH2:15]2)=[O:13])[CH:37]=[CH:36][CH:35]=1, predict the reactants needed to synthesize it. The reactants are: Cl[C:2]1[CH:7]=[CH:6][C:5]([S:8]([CH3:11])(=[O:10])=[O:9])=[CH:4][C:3]=1[C:12]([N:14]1[CH2:19][CH2:18][N:17]([C:20]2[CH:25]=[CH:24][C:23]([Cl:26])=[C:22]([Cl:27])[CH:21]=2)[CH2:16][CH2:15]1)=[O:13].C(=O)(O)[O-].[Na+].[Cl:33][C:34]1[CH:35]=[C:36](B(O)O)[CH:37]=[CH:38][CH:39]=1.C1(P(C2CCCCC2)C2C=CC=CC=2C2C=CC=CC=2)CCCCC1. (6) Given the product [CH2:18]([O:11][C:3]1[C:2]([I:1])=[CH:7][C:6]([N+:8]([O-:10])=[O:9])=[CH:5][N:4]=1)[C:12]1[CH:17]=[CH:16][CH:15]=[CH:14][CH:13]=1, predict the reactants needed to synthesize it. The reactants are: [I:1][C:2]1[C:3]([OH:11])=[N:4][CH:5]=[C:6]([N+:8]([O-:10])=[O:9])[CH:7]=1.[C:12]1([CH3:18])[CH:17]=[CH:16][CH:15]=[CH:14][CH:13]=1. (7) Given the product [Br:37][C:34]1[N:35]=[CH:36][C:31]2[NH:30][C:29]3[N:38]=[CH:39][C:26]([C:12]4[CH:11]=[CH:10][C:9]([CH2:8][N:5]5[CH2:4][CH2:3][C:2]([CH3:1])([CH3:24])[CH2:7][CH2:6]5)=[CH:14][CH:13]=4)=[CH:27][C:28]=3[C:32]=2[CH:33]=1, predict the reactants needed to synthesize it. The reactants are: [CH3:1][C:2]1([CH3:24])[CH2:7][CH2:6][N:5]([CH2:8][C:9]2[CH:14]=[CH:13][C:12](B3OC(C)(C)C(C)(C)O3)=[CH:11][CH:10]=2)[CH2:4][CH2:3]1.I[C:26]1[CH:39]=[N:38][C:29]2[NH:30][C:31]3[CH:36]=[N:35][C:34]([Br:37])=[CH:33][C:32]=3[C:28]=2[CH:27]=1.